This data is from Full USPTO retrosynthesis dataset with 1.9M reactions from patents (1976-2016). The task is: Predict the reactants needed to synthesize the given product. (1) Given the product [CH2:21]([C:8]1[C:9]2[O:13][N:12]=[C:11]([CH2:14][C:15]([CH3:16])([CH3:17])[CH3:18])[C:10]=2[CH:19]=[CH:20][C:7]=1[O:6][CH2:27][CH2:26][CH2:25][Br:24])[CH2:22][CH3:23], predict the reactants needed to synthesize it. The reactants are: CN(C=O)C.[OH:6][C:7]1[CH:20]=[CH:19][C:10]2[C:11]([CH2:14][C:15]([CH3:18])([CH3:17])[CH3:16])=[N:12][O:13][C:9]=2[C:8]=1[CH2:21][CH2:22][CH3:23].[Br:24][CH2:25][CH2:26][CH2:27]Br.CCOCC. (2) Given the product [Cl:20][C:2]1[C:11]2[CH2:10][CH2:9][CH2:8][CH2:7][C:6]=2[NH:5][C:4](=[O:12])[C:3]=1[C:13]([O:15][CH2:16][CH3:17])=[O:14], predict the reactants needed to synthesize it. The reactants are: O[C:2]1[C:11]2[CH2:10][CH2:9][CH2:8][CH2:7][C:6]=2[NH:5][C:4](=[O:12])[C:3]=1[C:13]([O:15][CH2:16][CH3:17])=[O:14].P(Cl)(Cl)([Cl:20])=O. (3) The reactants are: Br[C:2]1[CH:3]=[C:4]([C@@H:8]([NH:12][C:13](=[O:19])[O:14][C:15]([CH3:18])([CH3:17])[CH3:16])[CH2:9][CH:10]=[CH2:11])[CH:5]=[N:6][CH:7]=1.[CH3:20][N:21]1[CH:25]=[C:24]([N+:26]([O-:28])=[O:27])[CH:23]=[N:22]1.C12(P(C34CC5CC(CC(C5)C3)C4)CCCC)CC3CC(CC(C3)C1)C2.C([O-])([O-])=O.[K+].[K+].C(O)(=O)C(C)(C)C. Given the product [CH3:20][N:21]1[C:25]([C:2]2[CH:3]=[C:4]([C@@H:8]([NH:12][C:13](=[O:19])[O:14][C:15]([CH3:18])([CH3:17])[CH3:16])[CH2:9][CH:10]=[CH2:11])[CH:5]=[N:6][CH:7]=2)=[C:24]([N+:26]([O-:28])=[O:27])[CH:23]=[N:22]1, predict the reactants needed to synthesize it.